From a dataset of Full USPTO retrosynthesis dataset with 1.9M reactions from patents (1976-2016). Predict the reactants needed to synthesize the given product. (1) Given the product [Br:1][C:2]1[CH:3]=[CH:4][C:5]2[O:10][CH2:9][CH2:8][NH:7][C:6]=2[CH:12]=1, predict the reactants needed to synthesize it. The reactants are: [Br:1][C:2]1[CH:3]=[CH:4][C:5]2[O:10][CH2:9][C:8](=O)[NH:7][C:6]=2[CH:12]=1.Cl.[OH-].[Na+]. (2) Given the product [CH:1]1([N:6]2[CH2:12][C:11]([F:13])([F:14])[C:10](=[O:15])[N:9]([CH3:16])[C:8]3[CH:17]=[N:18][C:19]([NH:21][C:22]4[CH:30]=[CH:29][C:25]([C:26]([NH:48][CH2:47][C:36]5[CH:35]=[CH:34][O:38][CH:37]=5)=[O:28])=[CH:24][C:23]=4[O:31][CH3:32])=[N:20][C:7]2=3)[CH2:5][CH2:4][CH2:3][CH2:2]1, predict the reactants needed to synthesize it. The reactants are: [CH:1]1([N:6]2[CH2:12][C:11]([F:14])([F:13])[C:10](=[O:15])[N:9]([CH3:16])[C:8]3[CH:17]=[N:18][C:19]([NH:21][C:22]4[CH:30]=[CH:29][C:25]([C:26]([OH:28])=O)=[CH:24][C:23]=4[O:31][CH3:32])=[N:20][C:7]2=3)[CH2:5][CH2:4][CH2:3][CH2:2]1.C(N)[C:34]1[O:38][CH:37]=[CH:36][CH:35]=1.F[P-](F)(F)(F)(F)F.[CH3:47][N:48](C(N(C)C)=[N+]1C2C(=NC=CC=2)[N+]([O-])=N1)C.C(N(C(C)C)CC)(C)C. (3) Given the product [Cl:1][C:2]1[CH:3]=[CH:4][C:5]([S:31]([CH2:34][CH3:35])(=[O:32])=[O:33])=[C:6]([CH2:8][N:9]2[C:18](=[O:19])[C:17]3[C:12](=[C:13]([CH2:24][N:25]4[CH2:26][CH2:27][N:28]([CH:39]5[CH2:40][CH2:41][O:36][CH2:37][CH2:38]5)[CH2:29][CH2:30]4)[CH:14]=[C:15]([C:20]([F:21])([F:23])[F:22])[CH:16]=3)[N:11]=[CH:10]2)[CH:7]=1, predict the reactants needed to synthesize it. The reactants are: [Cl:1][C:2]1[CH:3]=[CH:4][C:5]([S:31]([CH2:34][CH3:35])(=[O:33])=[O:32])=[C:6]([CH2:8][N:9]2[C:18](=[O:19])[C:17]3[C:12](=[C:13]([CH2:24][N:25]4[CH2:30][CH2:29][NH:28][CH2:27][CH2:26]4)[CH:14]=[C:15]([C:20]([F:23])([F:22])[F:21])[CH:16]=3)[N:11]=[CH:10]2)[CH:7]=1.[O:36]1[CH2:41][CH2:40][C:39](=O)[CH2:38][CH2:37]1.